Dataset: Full USPTO retrosynthesis dataset with 1.9M reactions from patents (1976-2016). Task: Predict the reactants needed to synthesize the given product. (1) Given the product [ClH:42].[F:1][CH:2]([F:37])[C:3]1[N:7]([C:8]2[N:9]=[C:10]([O:46][CH:43]3[CH2:6][CH2:5][N:4]([S:39]([CH3:38])(=[O:41])=[O:40])[CH2:3][CH2:2]3)[N:11]=[C:12]([N:14]3[CH2:19][CH2:18][O:17][CH2:16][CH2:15]3)[N:13]=2)[C:6]2[CH:26]=[CH:27][CH:28]=[C:29]([O:30][CH2:31][CH2:32][CH2:33][N:34]([CH3:36])[CH3:35])[C:5]=2[N:4]=1, predict the reactants needed to synthesize it. The reactants are: [F:1][CH:2]([F:37])[C:3]1[N:7]([C:8]2[N:13]=[C:12]([N:14]3[CH2:19][CH2:18][O:17][CH2:16][CH2:15]3)[N:11]=[C:10](N3CCNCC3)[N:9]=2)[C:6]2[CH:26]=[CH:27][CH:28]=[C:29]([O:30][CH2:31][CH2:32][CH2:33][N:34]([CH3:36])[CH3:35])[C:5]=2[N:4]=1.[CH3:38][S:39]([Cl:42])(=[O:41])=[O:40].[C:43]([O-:46])([O-])=O.[K+].[K+].Cl. (2) Given the product [F:1][C:2]([F:22])([F:23])[CH2:3][CH2:4][CH2:5][C@@H:6]([C:7]([O:9][CH3:10])=[O:8])[NH2:11], predict the reactants needed to synthesize it. The reactants are: [F:1][C:2]([F:23])([F:22])[CH2:3][CH2:4]/[CH:5]=[C:6](/[NH:11]C(OCC1C=CC=CC=1)=O)\[C:7]([O:9][CH3:10])=[O:8].